Dataset: Forward reaction prediction with 1.9M reactions from USPTO patents (1976-2016). Task: Predict the product of the given reaction. (1) Given the reactants [CH2:1]([O:3][C:4]1[CH:5]=[C:6]([C@H:12]([N:18]2[C:26](=[O:27])[C:25]3[C:20](=[CH:21][CH:22]=[CH:23][C:24]=3[NH:28][C:29]([CH:31]3[CH2:33][CH2:32]3)=[O:30])[CH2:19]2)[CH2:13][C:14](=[O:17])[NH:15][OH:16])[CH:7]=[CH:8][C:9]=1[O:10][CH3:11])[CH3:2].[C:34](Cl)(=[O:38])[CH:35]([CH3:37])[CH3:36], predict the reaction product. The product is: [CH2:1]([O:3][C:4]1[CH:5]=[C:6]([C@H:12]([N:18]2[C:26](=[O:27])[C:25]3[C:20](=[CH:21][CH:22]=[CH:23][C:24]=3[NH:28][C:29]([CH:31]3[CH2:33][CH2:32]3)=[O:30])[CH2:19]2)[CH2:13][C:14](=[O:17])[NH:15][O:16][C:34](=[O:38])[CH:35]([CH3:37])[CH3:36])[CH:7]=[CH:8][C:9]=1[O:10][CH3:11])[CH3:2]. (2) The product is: [CH3:1][C:2]1([CH3:20])[CH2:11][CH:10]=[C:9]([C:12]2[S:13][CH:14]=[CH:15][CH:16]=2)[C:8]2[CH:7]=[C:6]([C:17]([O:19][C:22]3[CH:36]=[CH:35][C:25]([C:26]([O:28][CH2:29][CH2:30][Si:31]([CH3:32])([CH3:33])[CH3:34])=[O:27])=[CH:24][CH:23]=3)=[O:18])[CH:5]=[CH:4][C:3]1=2. Given the reactants [CH3:1][C:2]1([CH3:20])[CH2:11][CH:10]=[C:9]([C:12]2[S:13][CH:14]=[CH:15][CH:16]=2)[C:8]2[CH:7]=[C:6]([C:17]([OH:19])=[O:18])[CH:5]=[CH:4][C:3]1=2.O[C:22]1[CH:36]=[CH:35][C:25]([C:26]([O:28][CH2:29][CH2:30][Si:31]([CH3:34])([CH3:33])[CH3:32])=[O:27])=[CH:24][CH:23]=1.Cl.CN(C)CCCN=C=NCC.CCOCC, predict the reaction product. (3) Given the reactants Br[C:2]1[C:12]([O:13][CH2:14][CH2:15][CH3:16])=[CH:11][C:5]([C:6]([O:8]CC)=O)=[CH:4][C:3]=1[O:17][CH2:18][CH3:19].[F:20][C:21]1[CH:26]=[CH:25][C:24](B(O)O)=[CH:23][CH:22]=1, predict the reaction product. The product is: [CH2:18]([O:17][C:3]1[CH:4]=[C:5]([CH:6]=[O:8])[CH:11]=[C:12]([O:13][CH2:14][CH2:15][CH3:16])[C:2]=1[C:24]1[CH:25]=[CH:26][C:21]([F:20])=[CH:22][CH:23]=1)[CH3:19]. (4) Given the reactants [Cl:1][C:2]1[C:7]([OH:8])=[CH:6][CH:5]=[C:4]([CH2:9][OH:10])[N:3]=1.C([O-])(O)=O.[Na+].[I:16]I.OS([O-])(=O)=O.[Na+], predict the reaction product. The product is: [Cl:1][C:2]1[C:7]([OH:8])=[C:6]([I:16])[CH:5]=[C:4]([CH2:9][OH:10])[N:3]=1. (5) Given the reactants [Cl:1][C:2]1[C:3]([C:8]2[CH2:12][C:11]3([CH2:17][CH2:16][NH:15][CH2:14][CH2:13]3)[O:10][N:9]=2)=[N:4][CH:5]=[CH:6][CH:7]=1.C(N(CC)CC)C.[C:25]([C:29]1[CH:34]=[CH:33][C:32]([N:35]=[C:36]=[O:37])=[CH:31][CH:30]=1)([CH3:28])([CH3:27])[CH3:26], predict the reaction product. The product is: [C:25]([C:29]1[CH:34]=[CH:33][C:32]([NH:35][C:36]([N:15]2[CH2:16][CH2:17][C:11]3([O:10][N:9]=[C:8]([C:3]4[C:2]([Cl:1])=[CH:7][CH:6]=[CH:5][N:4]=4)[CH2:12]3)[CH2:13][CH2:14]2)=[O:37])=[CH:31][CH:30]=1)([CH3:28])([CH3:26])[CH3:27].